From a dataset of Catalyst prediction with 721,799 reactions and 888 catalyst types from USPTO. Predict which catalyst facilitates the given reaction. Reactant: [Cl:1][CH2:2][C:3]([NH:5][C:6]1[CH:11]=[CH:10][C:9]([F:12])=[CH:8][N:7]=1)=[O:4].[N:13]12[CH2:20][CH2:19][CH:16]([CH2:17][CH2:18]1)[C@@H:15]([O:21][C:22]([C:24]1([C:31]3[CH:36]=[CH:35][CH:34]=[CH:33][CH:32]=3)[CH2:30][CH2:29][CH2:28][CH2:27][CH2:26][CH2:25]1)=[O:23])[CH2:14]2.C(OCC)C. Product: [Cl-:1].[F:12][C:9]1[CH:10]=[CH:11][C:6]([NH:5][C:3]([CH2:2][N+:13]23[CH2:20][CH2:19][CH:16]([CH2:17][CH2:18]2)[C@@H:15]([O:21][C:22]([C:24]2([C:31]4[CH:32]=[CH:33][CH:34]=[CH:35][CH:36]=4)[CH2:30][CH2:29][CH2:28][CH2:27][CH2:26][CH2:25]2)=[O:23])[CH2:14]3)=[O:4])=[N:7][CH:8]=1. The catalyst class is: 10.